From a dataset of Reaction yield outcomes from USPTO patents with 853,638 reactions. Predict the reaction yield, written as a fraction of the theoretical maximum amount of product (1.0 means a 100% yield; for example, 0.34 means a 34% yield). (1) The reactants are [CH:1]1([CH2:6][CH:7]([C:11]2[CH:16]=[CH:15][C:14]([O:17][CH3:18])=[C:13]([O:19][CH3:20])[CH:12]=2)[C:8]([OH:10])=O)[CH2:5][CH2:4][CH2:3][CH2:2]1.C(Cl)(=O)C(Cl)=O.[NH2:27][C:28]1[S:29][CH:30]=[CH:31][N:32]=1.C(N(CC)C(C)C)(C)C. The catalyst is C(Cl)Cl.CN(C)C=O.O1CCCC1. The product is [CH:1]1([CH2:6][CH:7]([C:11]2[CH:16]=[CH:15][C:14]([O:17][CH3:18])=[C:13]([O:19][CH3:20])[CH:12]=2)[C:8]([NH:27][C:28]2[S:29][CH:30]=[CH:31][N:32]=2)=[O:10])[CH2:2][CH2:3][CH2:4][CH2:5]1. The yield is 1.00. (2) The reactants are [O:1]=[C:2]([C:18]1[CH:23]=[CH:22][C:21]([C:24]2[CH:29]=[CH:28][C:27]([NH:30][C:31](=[O:36])[CH2:32][CH2:33][CH2:34][CH3:35])=[CH:26][CH:25]=2)=[CH:20][CH:19]=1)[CH2:3][CH:4]([CH2:10][CH2:11][C:12]1[CH:17]=[CH:16][CH:15]=[CH:14][CH:13]=1)[C:5]([O:7]CC)=[O:6].[OH-].[Na+:38]. The catalyst is C(O)C. The product is [O:1]=[C:2]([C:18]1[CH:23]=[CH:22][C:21]([C:24]2[CH:29]=[CH:28][C:27]([NH:30][C:31](=[O:36])[CH2:32][CH2:33][CH2:34][CH3:35])=[CH:26][CH:25]=2)=[CH:20][CH:19]=1)[CH2:3][CH:4]([CH2:10][CH2:11][C:12]1[CH:17]=[CH:16][CH:15]=[CH:14][CH:13]=1)[C:5]([O-:7])=[O:6].[Na+:38]. The yield is 0.850.